Task: Predict which catalyst facilitates the given reaction.. Dataset: Catalyst prediction with 721,799 reactions and 888 catalyst types from USPTO (1) Reactant: [CH2:1]([O:8][C:9]1[CH:14]=[C:13]([F:15])[C:12]([F:16])=[CH:11][C:10]=1[CH2:17][CH2:18][I:19])[C:2]1[CH:7]=[CH:6][CH:5]=[CH:4][CH:3]=1.[CH:20]1[CH:25]=[CH:24][C:23]([P:26]([C:33]2[CH:38]=[CH:37][CH:36]=[CH:35][CH:34]=2)[C:27]2[CH:32]=[CH:31][CH:30]=[CH:29][CH:28]=2)=[CH:22][CH:21]=1. Product: [I-:19].[CH2:1]([O:8][C:9]1[CH:14]=[C:13]([F:15])[C:12]([F:16])=[CH:11][C:10]=1[CH2:17][CH2:18][P+:26]([C:27]1[CH:28]=[CH:29][CH:30]=[CH:31][CH:32]=1)([C:33]1[CH:38]=[CH:37][CH:36]=[CH:35][CH:34]=1)[C:23]1[CH:22]=[CH:21][CH:20]=[CH:25][CH:24]=1)[C:2]1[CH:7]=[CH:6][CH:5]=[CH:4][CH:3]=1. The catalyst class is: 113. (2) Reactant: [CH2:1]([C:3]1[C:7]([C:8]#[N:9])=[C:6]([C:10]2[O:11][CH:12]=[CH:13][C:14]=2[CH3:15])[N:5]([C:16]2[CH:21]=[CH:20][C:19]([O:22]C)=[CH:18][CH:17]=2)[N:4]=1)[CH3:2].B(Br)(Br)Br. Product: [CH2:1]([C:3]1[C:7]([C:8]#[N:9])=[C:6]([C:10]2[O:11][CH:12]=[CH:13][C:14]=2[CH3:15])[N:5]([C:16]2[CH:17]=[CH:18][C:19]([OH:22])=[CH:20][CH:21]=2)[N:4]=1)[CH3:2]. The catalyst class is: 2. (3) Reactant: [CH2:1]([O:3][C:4](=[O:18])[CH2:5][C:6](=O)[CH2:7][C:8]1[CH:13]=[C:12]([F:14])[C:11]([F:15])=[CH:10][C:9]=1[F:16])[CH3:2].C([O-])(=O)C.[NH4+:23].CCCCCC. Product: [CH2:1]([O:3][C:4](=[O:18])[CH:5]=[C:6]([NH2:23])[CH2:7][C:8]1[CH:13]=[C:12]([F:14])[C:11]([F:15])=[CH:10][C:9]=1[F:16])[CH3:2]. The catalyst class is: 125. (4) Reactant: [C:1]([C:5]1[CH:6]=[C:7]2[C:12](=[C:13]([F:15])[CH:14]=1)[C:11](=[O:16])[N:10]([C:17]1[CH:24]=[C:23]([F:25])[CH:22]=[C:21]([C:26]3[CH:31]=[C:30]([NH:32][C:33]4[CH:38]=[CH:37][C:36]([N:39]5[CH2:44][CH2:43][N:42]([CH:45]6[CH2:48][O:47][CH2:46]6)[CH2:41][C@@H:40]5[CH3:49])=[CH:35][N:34]=4)[C:29](=[O:50])[N:28]([CH3:51])[CH:27]=3)[C:18]=1[CH:19]=[O:20])[N:9]=[CH:8]2)([CH3:4])([CH3:3])[CH3:2].[BH4-].[Na+]. Product: [C:1]([C:5]1[CH:6]=[C:7]2[C:12](=[C:13]([F:15])[CH:14]=1)[C:11](=[O:16])[N:10]([C:17]1[CH:24]=[C:23]([F:25])[CH:22]=[C:21]([C:26]3[CH:31]=[C:30]([NH:32][C:33]4[CH:38]=[CH:37][C:36]([N:39]5[CH2:44][CH2:43][N:42]([CH:45]6[CH2:46][O:47][CH2:48]6)[CH2:41][C@@H:40]5[CH3:49])=[CH:35][N:34]=4)[C:29](=[O:50])[N:28]([CH3:51])[CH:27]=3)[C:18]=1[CH2:19][OH:20])[N:9]=[CH:8]2)([CH3:2])([CH3:3])[CH3:4]. The catalyst class is: 5. (5) Reactant: [O:1]1[C:5]2[CH:6]=[CH:7][C:8]([CH2:10][CH2:11][CH2:12][C:13](=[O:22])[CH2:14][C:15](=O)[C:16]([O:18]CC)=[O:17])=[CH:9][C:4]=2[O:3][CH2:2]1.Cl.[NH2:24]O.O.[OH-].[K+]. Product: [O:1]1[C:5]2[CH:6]=[CH:7][C:8]([CH2:10][CH2:11][CH2:12][C:13]3[O:22][N:24]=[C:15]([C:16]([OH:18])=[O:17])[CH:14]=3)=[CH:9][C:4]=2[O:3][CH2:2]1. The catalyst class is: 8. (6) Reactant: [Br:1][C:2]1[CH:3]=[C:4]([CH2:9][O:10][CH:11]2[CH2:16][CH2:15][CH2:14][CH2:13][O:12]2)[C:5](F)=[N:6][CH:7]=1.[NH2:17][NH2:18]. Product: [Br:1][C:2]1[CH:3]=[C:4]([CH2:9][O:10][CH:11]2[CH2:16][CH2:15][CH2:14][CH2:13][O:12]2)[C:5]([NH:17][NH2:18])=[N:6][CH:7]=1. The catalyst class is: 8. (7) Reactant: [Cl:1][C:2]1[C:7]([Cl:8])=[C:6]([C:9]2[S:13][C:12]([C:14]#[N:15])=[N:11][C:10]=2[C:16]([N:18]2[CH2:23][CH2:22][CH2:21][CH2:20][C@@H:19]2[CH3:24])=[O:17])[CH:5]=[CH:4][C:3]=1[S:25]([NH:28][C@@H:29]([CH2:34][CH3:35])[C:30]([F:33])([F:32])[F:31])(=[O:27])=[O:26].[N-:36]=[N+:37]=[N-:38].[Na+].O. Product: [Cl:1][C:2]1[C:7]([Cl:8])=[C:6]([C:9]2[S:13][C:12]([C:14]3[NH:38][N:37]=[N:36][N:15]=3)=[N:11][C:10]=2[C:16]([N:18]2[CH2:23][CH2:22][CH2:21][CH2:20][C@@H:19]2[CH3:24])=[O:17])[CH:5]=[CH:4][C:3]=1[S:25]([NH:28][C@@H:29]([CH2:34][CH3:35])[C:30]([F:31])([F:32])[F:33])(=[O:26])=[O:27]. The catalyst class is: 3.